Predict the product of the given reaction. From a dataset of Forward reaction prediction with 1.9M reactions from USPTO patents (1976-2016). (1) Given the reactants [Cl:1][C:2]1[CH:3]=[C:4]2[C:9](=[CH:10][C:11]=1[O:12][C:13]1[CH:21]=[CH:20][C:16]([C:17](O)=[O:18])=[CH:15][CH:14]=1)[O:8][CH2:7][CH2:6][CH:5]2[C:22]([O:24][CH2:25][CH3:26])=[O:23].C(Cl)(=O)C(Cl)=O.N1C=CC=CC=1.Cl.[C:40]1([CH3:53])[CH:45]=[CH:44][C:43]([C:46]2[N:51]=[C:50]([NH2:52])[CH:49]=[CH:48][CH:47]=2)=[CH:42][CH:41]=1, predict the reaction product. The product is: [Cl:1][C:2]1[CH:3]=[C:4]2[C:9](=[CH:10][C:11]=1[O:12][C:13]1[CH:21]=[CH:20][C:16]([C:17](=[O:18])[NH:52][C:50]3[CH:49]=[CH:48][CH:47]=[C:46]([C:43]4[CH:42]=[CH:41][C:40]([CH3:53])=[CH:45][CH:44]=4)[N:51]=3)=[CH:15][CH:14]=1)[O:8][CH2:7][CH2:6][CH:5]2[C:22]([O:24][CH2:25][CH3:26])=[O:23]. (2) Given the reactants Br[CH2:2][C:3]1[NH:8][C:7]([C:9]2[S:10][CH:11]=[CH:12][N:13]=2)=[N:6][CH:5]([C:14]2[CH:19]=[CH:18][C:17]([F:20])=[CH:16][C:15]=2[Cl:21])[C:4]=1[C:22]([O:24][CH2:25][CH3:26])=[O:23].[NH:27]1[CH2:32][CH2:31][O:30][CH:29]([CH2:33][CH2:34][C:35]([OH:37])=[O:36])[CH2:28]1, predict the reaction product. The product is: [Cl:21][C:15]1[CH:16]=[C:17]([F:20])[CH:18]=[CH:19][C:14]=1[CH:5]1[N:6]=[C:7]([C:9]2[S:10][CH:11]=[CH:12][N:13]=2)[NH:8][C:3]([CH2:2][N:27]2[CH2:32][CH2:31][O:30][CH:29]([CH2:33][CH2:34][C:35]([OH:37])=[O:36])[CH2:28]2)=[C:4]1[C:22]([O:24][CH2:25][CH3:26])=[O:23]. (3) The product is: [F:46][C:47]1[CH:48]=[C:49]([CH:87]=[CH:88][CH:89]=1)[CH2:50][N:51]1[CH:55]=[C:54]([C:56]2[C:64]3[C:59](=[N:60][CH:61]=[C:62]([C:65]4[CH:66]=[N:67][C:68]([N:71]5[CH2:76][CH2:75][N:74]([CH3:3])[CH2:73][CH2:72]5)=[CH:69][CH:70]=4)[CH:63]=3)[N:58]([S:77]([C:80]3[CH:86]=[CH:85][C:83]([CH3:84])=[CH:82][CH:81]=3)(=[O:79])=[O:78])[CH:57]=2)[CH:53]=[N:52]1. Given the reactants Cl.F[C:3]1C=C(C=CC=1)CN1C=C(C2C3C(=NC=C(C4C=CC(C5CCNCC5)=CC=4)C=3)N(S(C3C=CC(C)=CC=3)(=O)=O)C=2)C=N1.[F:46][C:47]1[CH:48]=[C:49]([CH:87]=[CH:88][CH:89]=1)[CH2:50][N:51]1[CH:55]=[C:54]([C:56]2[C:64]3[C:59](=[N:60][CH:61]=[C:62]([C:65]4[CH:66]=[N:67][C:68]([N:71]5[CH2:76][CH2:75][NH:74][CH2:73][CH2:72]5)=[CH:69][CH:70]=4)[CH:63]=3)[N:58]([S:77]([C:80]3[CH:86]=[CH:85][C:83]([CH3:84])=[CH:82][CH:81]=3)(=[O:79])=[O:78])[CH:57]=2)[CH:53]=[N:52]1.C=O.[BH-](OC(C)=O)(OC(C)=O)OC(C)=O.[Na+], predict the reaction product. (4) Given the reactants [CH3:1][C:2]1[CH:3]=[CH:4][C:5]([O:14][CH2:15][C:16]([O:18]C(C)(C)C)=[O:17])=[C:6]([C:8]2[CH:13]=[CH:12][CH:11]=[CH:10][CH:9]=2)[CH:7]=1.FC(F)(F)C(O)=O, predict the reaction product. The product is: [CH3:1][C:2]1[CH:3]=[CH:4][C:5]([O:14][CH2:15][C:16]([OH:18])=[O:17])=[C:6]([C:8]2[CH:13]=[CH:12][CH:11]=[CH:10][CH:9]=2)[CH:7]=1. (5) Given the reactants CC1C=CC(C2C=NN(C)C=2)=C(C=1)C(O)=O.[CH3:17][C:18]1[CH:19]=[CH:20][C:21]([C:28]2[CH:33]=[CH:32][N:31]=[C:30]([CH3:34])[N:29]=2)=[C:22]([CH:27]=1)[C:23]([O:25]C)=[O:24], predict the reaction product. The product is: [CH3:17][C:18]1[CH:19]=[CH:20][C:21]([C:28]2[CH:33]=[CH:32][N:31]=[C:30]([CH3:34])[N:29]=2)=[C:22]([CH:27]=1)[C:23]([OH:25])=[O:24]. (6) Given the reactants [CH3:1][C:2]1[C:6]2[C:7](=[O:20])[N:8]([CH2:12][CH2:13][N:14]3[CH2:19][CH2:18][CH2:17][CH2:16][CH2:15]3)[CH2:9][CH2:10][CH2:11][C:5]=2[NH:4][C:3]=1[CH:21]=O.[N:23]1[CH:28]=[CH:27][C:26]([C:29]2[CH:37]=[CH:36][CH:35]=[C:34]3[C:30]=2[CH2:31][C:32](=[O:38])[NH:33]3)=[CH:25][CH:24]=1, predict the reaction product. The product is: [CH3:1][C:2]1[C:6]2[C:7](=[O:20])[N:8]([CH2:12][CH2:13][N:14]3[CH2:19][CH2:18][CH2:17][CH2:16][CH2:15]3)[CH2:9][CH2:10][CH2:11][C:5]=2[NH:4][C:3]=1/[CH:21]=[C:31]1\[C:32](=[O:38])[NH:33][C:34]2[C:30]\1=[C:29]([C:26]1[CH:27]=[CH:28][N:23]=[CH:24][CH:25]=1)[CH:37]=[CH:36][CH:35]=2.